Dataset: Catalyst prediction with 721,799 reactions and 888 catalyst types from USPTO. Task: Predict which catalyst facilitates the given reaction. (1) Reactant: [Cl-].[Al+3].[Cl-].[Cl-].ClCCCl.[C:9](Cl)(=[O:11])[CH3:10].[Br:13][C:14]1[CH:19]=[CH:18][C:17]([C:20]2[CH:25]=[CH:24][CH:23]=[CH:22][CH:21]=2)=[CH:16][CH:15]=1. Product: [Br:13][C:14]1[CH:15]=[CH:16][C:17]([C:20]2[CH:25]=[CH:24][C:23]([C:9](=[O:11])[CH3:10])=[CH:22][CH:21]=2)=[CH:18][CH:19]=1. The catalyst class is: 6. (2) The catalyst class is: 5. Product: [C:1]([Si:5]([O:6][CH2:7][C:8]1[CH:13]=[CH:12][C:11]([C:14]#[CH:15])=[CH:10][CH:9]=1)([CH3:21])[CH3:20])([CH3:4])([CH3:3])[CH3:2]. Reactant: [C:1]([Si:5]([CH3:21])([CH3:20])[O:6][CH2:7][C:8]1[CH:13]=[CH:12][C:11]([C:14]#[C:15][Si](C)(C)C)=[CH:10][CH:9]=1)([CH3:4])([CH3:3])[CH3:2].[OH-].[K+].CO.C(O)(=O)C.